Dataset: Catalyst prediction with 721,799 reactions and 888 catalyst types from USPTO. Task: Predict which catalyst facilitates the given reaction. (1) Reactant: S(Cl)(Cl)=O.CC1C=C(C=C(C)C=1)C(O)=O.CC1C=C(C(Cl)=O)C=C(C)C=1.[CH3:27][O:28][C:29]1[CH:30]=[C:31]2[C:36](=[CH:37][C:38]=1[O:39][CH3:40])[N:35]=[CH:34][CH:33]=[C:32]2[O:41][C:42]1[CH:48]=[CH:47][C:45]([NH2:46])=[CH:44][CH:43]=1.[CH3:49][C:50]1[CH:51]=[C:52]([C:57]([N:59]=[C:60]=[S:61])=[O:58])[CH:53]=[C:54]([CH3:56])[CH:55]=1. Product: [CH3:27][O:28][C:29]1[CH:30]=[C:31]2[C:36](=[CH:37][C:38]=1[O:39][CH3:40])[N:35]=[CH:34][CH:33]=[C:32]2[O:41][C:42]1[CH:48]=[CH:47][C:45]([NH:46][C:60]([NH:59][C:57](=[O:58])[C:52]2[CH:51]=[C:50]([CH3:49])[CH:55]=[C:54]([CH3:56])[CH:53]=2)=[S:61])=[CH:44][CH:43]=1. The catalyst class is: 234. (2) Reactant: [CH3:1][O:2][C:3]1[CH:4]=[C:5]([CH2:10][C@@H:11]2[C@@H:16]([CH2:17][C:18]3[CH:19]=[CH:20][C:21]([OH:26])=[C:22]([O:24][CH3:25])[CH:23]=3)[C:14](=[O:15])[O:13][CH2:12]2)[CH:6]=[CH:7][C:8]=1[OH:9].[C:27]1(=[O:33])[O:32][C:30](=[O:31])[CH2:29][CH2:28]1. Product: [CH3:1][O:2][C:3]1[CH:4]=[C:5]([CH2:10][C@@H:11]2[C@@H:16]([CH2:17][C:18]3[CH:19]=[CH:20][C:21]([OH:26])=[C:22]([O:24][CH3:25])[CH:23]=3)[C:14](=[O:15])[O:13][CH2:12]2)[CH:6]=[CH:7][C:8]=1[OH:9].[C:27]([O-:32])(=[O:33])[CH2:28][CH2:29][C:30]([O-:2])=[O:31]. The catalyst class is: 17.